This data is from Reaction yield outcomes from USPTO patents with 853,638 reactions. The task is: Predict the reaction yield, written as a fraction of the theoretical maximum amount of product (1.0 means a 100% yield; for example, 0.34 means a 34% yield). The product is [CH3:1][N:2]([C:13]1[CH:18]=[CH:17][CH:16]=[CH:15][CH:14]=1)[CH:3]([C:7]1[CH:12]=[CH:11][CH:10]=[CH:9][CH:8]=1)[C:4]([O:6][C@@H:21]1[CH:22]2[CH2:25][CH2:26][N:19]([CH2:24][CH2:23]2)[CH2:20]1)=[O:5]. The yield is 0.688. The catalyst is C1COCC1. The reactants are [CH3:1][N:2]([C:13]1[CH:18]=[CH:17][CH:16]=[CH:15][CH:14]=1)[CH:3]([C:7]1[CH:12]=[CH:11][CH:10]=[CH:9][CH:8]=1)[C:4]([OH:6])=[O:5].[N:19]12[CH2:26][CH2:25][CH:22]([CH2:23][CH2:24]1)[C@@H:21](O)[CH2:20]2.C1C=CC2N(O)N=NC=2C=1.C1CCC(N=C=NC2CCCCC2)CC1.